This data is from Reaction yield outcomes from USPTO patents with 853,638 reactions. The task is: Predict the reaction yield, written as a fraction of the theoretical maximum amount of product (1.0 means a 100% yield; for example, 0.34 means a 34% yield). (1) The reactants are [CH2:1]([N:3]1[CH:7]=[C:6]([C:8]2[CH:13]=[CH:12][N:11]=[C:10]3[NH:14][C:15]([C:17]4[CH:22]=[CH:21][C:20]([CH2:23][N:24]5[CH2:29][CH2:28][O:27][CH2:26][CH2:25]5)=[CH:19][CH:18]=4)=[CH:16][C:9]=23)[C:5]([C:30]2[CH:35]=[CH:34][C:33]([NH2:36])=[CH:32][CH:31]=2)=[N:4]1)[CH3:2].C(N(C(C)C)CC)(C)C.FC1C([CH:53]([C:57]([O-])=[O:58])[N:54]([CH3:56])[CH3:55])=C(F)C(F)=C(F)C=1F. The catalyst is CN(C)C=O. The product is [CH2:1]([N:3]1[CH:7]=[C:6]([C:8]2[CH:13]=[CH:12][N:11]=[C:10]3[NH:14][C:15]([C:17]4[CH:22]=[CH:21][C:20]([CH2:23][N:24]5[CH2:29][CH2:28][O:27][CH2:26][CH2:25]5)=[CH:19][CH:18]=4)=[CH:16][C:9]=23)[C:5]([C:30]2[CH:35]=[CH:34][C:33]([NH:36][C:57](=[O:58])[CH2:53][N:54]([CH3:56])[CH3:55])=[CH:32][CH:31]=2)=[N:4]1)[CH3:2]. The yield is 0.570. (2) The reactants are C([O:3][C:4](=[O:17])[CH2:5][CH2:6][CH2:7][O:8][C:9]1[CH:14]=[CH:13][C:12]([CH:15]=[O:16])=[CH:11][CH:10]=1)C.[OH-].[Na+]. The catalyst is CO. The product is [CH:15]([C:12]1[CH:13]=[CH:14][C:9]([O:8][CH2:7][CH2:6][CH2:5][C:4]([OH:17])=[O:3])=[CH:10][CH:11]=1)=[O:16]. The yield is 0.910.